The task is: Regression. Given two drug SMILES strings and cell line genomic features, predict the synergy score measuring deviation from expected non-interaction effect.. This data is from NCI-60 drug combinations with 297,098 pairs across 59 cell lines. Drug 1: CC1=C(C(CCC1)(C)C)C=CC(=CC=CC(=CC(=O)O)C)C. Drug 2: CC1C(C(CC(O1)OC2CC(CC3=C2C(=C4C(=C3O)C(=O)C5=C(C4=O)C(=CC=C5)OC)O)(C(=O)CO)O)N)O.Cl. Cell line: MDA-MB-435. Synergy scores: CSS=20.5, Synergy_ZIP=-1.55, Synergy_Bliss=-1.10, Synergy_Loewe=-6.73, Synergy_HSA=-1.65.